Dataset: Experimentally validated miRNA-target interactions with 360,000+ pairs, plus equal number of negative samples. Task: Binary Classification. Given a miRNA mature sequence and a target amino acid sequence, predict their likelihood of interaction. (1) The miRNA is hsa-miR-6715b-3p with sequence CUCAAACCGGCUGUGCCUGUGG. The protein sequence of the target gene is MESFSSKSLALQAEKKLLSKMAGRSVAHLFIDETSSEVLDELYRVSKEYTHSRPQAQRVIKDLIKVAIKVAVLHRNGSFGPSELALATRFRQKLRQGAMTALSFGEVDFTFEAAVLAGLLTECRDVLLELVEHHLTPKSHGRIRHVFDHFSDPGLLTALYGPDFTQHLGKICDGLRKLLDEGKL. Result: 0 (no interaction). (2) The miRNA is hsa-miR-939-5p with sequence UGGGGAGCUGAGGCUCUGGGGGUG. The protein sequence of the target gene is MASLSLAPVNIFKAGADEERAETARLSSFIGAIAIGDLVKSTLGPKGMDKILLSSGRDAALMVTNDGATILKNIGVDNPAAKVLVDMSRVQDDEVGDGTTSVTVLAAELLREAESLIAKKIHPQTIISGWREATKAAREALLSSAVDHGSDEARFWQDLMNIAGTTLSSKLLTHHKDHFTKLAVEAVLRLKGSGNLEAIHVIKKLGGSLADSYLDEGFLLDKKIGVNQPKRIENAKILIANTGMDTDKIKIFGSRVRVDSTAKVAEIEHAEKEKMKEKVERILKHGINCFINRQLIYNYP.... Result: 0 (no interaction). (3) The miRNA is hsa-miR-523-3p with sequence GAACGCGCUUCCCUAUAGAGGGU. The protein sequence of the target gene is MMLLILFLVIICSHISVNQDSGPEYADVVFLVDSSDRLGSKSFPFVKMFITKMISSLPIEADKYRVALAQYSDKLHSEFHLSTFKGRSPMLNHLRKNFGFIGGSLQIGKALQEAHRTYFSAPANGRDKKQFPPILVVLASSESEDNVEEASKALRKDGVKIISVGVQKASEENLKAMATSQFHFNLRTVRDLSMFSQNMTHIIKDVIKYKEGAVDDIFVEACQGPSMADVVFLLDMSINGSEENFDYLKGFLEESVSALDIKENCMRVGLVAYSNETKVINSLSMGINKSEVLQHIQNLS.... Result: 0 (no interaction). (4) The miRNA is hsa-miR-4652-3p with sequence GUUCUGUUAACCCAUCCCCUCA. The protein sequence of the target gene is MTPLCLNCSVLPGDLYPGGARNPMACNGSAARGHFDPEDLNLTDEALRLKYLGPQQTELFMPICATYLLIFVVGAVGNGLTCLVILRHKAMRTPTNYYLFSLAVSDLLVLLVGLPLELYEMWHNYPFLLGVGGCYFRTLLFEMVCLASVLNVTALSVERYVAVVHPLQARSMVTRAHVRRVLGAVWGLAMLCSLPNTSLHGIRQLHVPCRGPVPDSAVCMLVRPRALYNMVVQTTALLFFCLPMAIMSVLYLLIGLRLRRERLLLMQEAKGRGSAAARSRYTCRLQQHDRGRRQVTKMLF.... Result: 0 (no interaction). (5) The miRNA is hsa-miR-3977 with sequence GUGCUUCAUCGUAAUUAACCUUA. The protein sequence of the target gene is MLEGAELYFNVDHGYLEGLVRGCKASLLTQQDYINLVQCETLEDLKIHLQTTDYGNFLANHTNPLTVSKIDTEMRKRLCGEFEYFRNHSLEPLSTFLTYMTCSYMIDNVILLMNGALQKKSVKEILGKCHPLGRFTEMEAVNIAETPSDLFNAILIETPLAPFFQDCMSENALDELNIELLRNKLYKSYLEAFYKFCKNHGDVTAEVMCPILEFEADRRAFIITLNSFGTELSKEDRETLYPTFGKLYPEGLRLLAQAEDFDQMKNVADHYGVYKPLFEAVGGSGGKTLEDVFYEREVQM.... Result: 0 (no interaction).